This data is from Peptide-MHC class I binding affinity with 185,985 pairs from IEDB/IMGT. The task is: Regression. Given a peptide amino acid sequence and an MHC pseudo amino acid sequence, predict their binding affinity value. This is MHC class I binding data. (1) The peptide sequence is IISDLSIFI. The MHC is HLA-A02:12 with pseudo-sequence HLA-A02:12. The binding affinity (normalized) is 0.609. (2) The peptide sequence is FLELKRGIYK. The MHC is HLA-A31:01 with pseudo-sequence HLA-A31:01. The binding affinity (normalized) is 0.558. (3) The peptide sequence is LLGDSDSVA. The MHC is HLA-A02:06 with pseudo-sequence HLA-A02:06. The binding affinity (normalized) is 0.0857. (4) The peptide sequence is YLVSIFLHL. The MHC is HLA-A02:03 with pseudo-sequence HLA-A02:03. The binding affinity (normalized) is 0.644. (5) The peptide sequence is QVPLRPMTFK. The MHC is HLA-B53:01 with pseudo-sequence HLA-B53:01. The binding affinity (normalized) is 0. (6) The peptide sequence is VERRLVKVL. The MHC is HLA-A02:06 with pseudo-sequence HLA-A02:06. The binding affinity (normalized) is 0.0847.